Dataset: Full USPTO retrosynthesis dataset with 1.9M reactions from patents (1976-2016). Task: Predict the reactants needed to synthesize the given product. (1) Given the product [CH3:1][O:2][C:3]1[CH:4]=[C:5]2[C:10](=[CH:11][C:12]=1[O:13][CH3:14])[N:9]=[CH:8][N:7]=[C:6]2[O:15][C:16]1[CH:22]=[CH:21][C:19]([NH:20][C:38](=[O:40])[O:56][CH:54]([C:53]2[CH:57]=[CH:58][CH:59]=[C:51]([O:50][CH3:49])[CH:52]=2)[CH3:55])=[CH:18][CH:17]=1, predict the reactants needed to synthesize it. The reactants are: [CH3:1][O:2][C:3]1[CH:4]=[C:5]2[C:10](=[CH:11][C:12]=1[O:13][CH3:14])[N:9]=[CH:8][N:7]=[C:6]2[O:15][C:16]1[CH:22]=[CH:21][C:19]([NH2:20])=[CH:18][CH:17]=1.C1(C)C=CC=CC=1.C(N(CC)CC)C.Cl[C:38](Cl)([O:40]C(=O)OC(Cl)(Cl)Cl)Cl.[CH3:49][O:50][C:51]1[CH:52]=[C:53]([CH:57]=[CH:58][CH:59]=1)[CH:54]([OH:56])[CH3:55]. (2) Given the product [Cl:1][C:2]1[CH:7]=[CH:6][C:5]([C:8]([C:38]2[C:37]3[C:41](=[C:33]([CH2:32][S:31][CH3:30])[CH:34]=[CH:35][CH:36]=3)[NH:40][CH:39]=2)([CH2:12][CH3:13])[CH2:9][CH2:10][OH:11])=[CH:4][CH:3]=1, predict the reactants needed to synthesize it. The reactants are: [Cl:1][C:2]1[CH:7]=[CH:6][C:5]([C:8](O)([CH2:12][CH3:13])[CH2:9][CH2:10][OH:11])=[CH:4][CH:3]=1.ClC1C=CC(C(=O)CC)=CC=1.[Cl-].[In+3].[Cl-].[Cl-].[CH3:30][S:31][CH2:32][C:33]1[CH:34]=[CH:35][CH:36]=[C:37]2[C:41]=1[NH:40][CH:39]=[CH:38]2. (3) Given the product [CH3:28][O:27][C:23](=[O:26])[CH2:24][CH2:25][N:7]1[C:6]2[CH:15]=[C:2]([Cl:1])[CH:3]=[C:4]([CH3:16])[C:5]=2[O:10][CH:9]([CH:11]([CH3:13])[CH3:12])[C:8]1=[O:14], predict the reactants needed to synthesize it. The reactants are: [Cl:1][C:2]1[CH:3]=[C:4]([CH3:16])[C:5]2[O:10][CH:9]([CH:11]([CH3:13])[CH3:12])[C:8](=[O:14])[NH:7][C:6]=2[CH:15]=1.C(=O)([O-])[O-].[K+].[K+].[C:23]([O:27][CH3:28])(=[O:26])[CH:24]=[CH2:25].Cl. (4) The reactants are: [CH2:1]=[CH:2][C:3]1[CH:8]=[CH:7][CH:6]=[CH:5][CH:4]=1.[C:9](#[N:12])[CH:10]=[CH2:11].CC(C(C(C(S)(C)C)(C)C)(C)C)C.C(OOC(C1C=CC=CC=1)(C)C)(C1C=CC=CC=1)(C)C.C=CN1C(=O)CCC1. Given the product [CH2:11]=[CH:10][C:9]#[N:12].[CH2:1]=[CH:2][C:3]1[CH:8]=[CH:7][CH:6]=[CH:5][CH:4]=1, predict the reactants needed to synthesize it. (5) Given the product [CH2:11]([O:10][C:4]1[CH:3]=[C:2]([CH:23]([C:22]2[CH:25]=[CH:26][CH:27]=[C:20]([O:19][CH3:18])[CH:21]=2)[OH:24])[CH:7]=[CH:6][C:5]=1[O:8][CH3:9])[CH3:12], predict the reactants needed to synthesize it. The reactants are: Br[C:2]1[CH:7]=[CH:6][C:5]([O:8][CH3:9])=[C:4]([O:10][CH2:11][CH3:12])[CH:3]=1.C([Li])CCC.[CH3:18][O:19][C:20]1[CH:21]=[C:22]([CH:25]=[CH:26][CH:27]=1)[CH:23]=[O:24].C(O)(C)C.